From a dataset of NCI-60 drug combinations with 297,098 pairs across 59 cell lines. Regression. Given two drug SMILES strings and cell line genomic features, predict the synergy score measuring deviation from expected non-interaction effect. Drug 1: CC(C)(C#N)C1=CC(=CC(=C1)CN2C=NC=N2)C(C)(C)C#N. Drug 2: CC1=C2C(C(=O)C3(C(CC4C(C3C(C(C2(C)C)(CC1OC(=O)C(C(C5=CC=CC=C5)NC(=O)OC(C)(C)C)O)O)OC(=O)C6=CC=CC=C6)(CO4)OC(=O)C)O)C)O. Cell line: A498. Synergy scores: CSS=-5.52, Synergy_ZIP=0.927, Synergy_Bliss=-3.20, Synergy_Loewe=-5.59, Synergy_HSA=-6.12.